From a dataset of Forward reaction prediction with 1.9M reactions from USPTO patents (1976-2016). Predict the product of the given reaction. (1) Given the reactants [NH2:1][C@H:2]1[C@H:8]([C:9]2[CH:14]=[CH:13][C:12]([Cl:15])=[C:11]([Cl:16])[CH:10]=2)[O:7][CH2:6][CH2:5][N:4]([C:17]([O:19][C:20]([CH3:23])([CH3:22])[CH3:21])=[O:18])[CH2:3]1.[C:24]([O:28][C:29]([N-:31][S:32](N1C=CC(=[N+](C)C)C=C1)(=[O:34])=[O:33])=[O:30])([CH3:27])([CH3:26])[CH3:25], predict the reaction product. The product is: [C:24]([O:28][C:29]([NH:31][S:32]([NH:1][C@H:2]1[C@H:8]([C:9]2[CH:14]=[CH:13][C:12]([Cl:15])=[C:11]([Cl:16])[CH:10]=2)[O:7][CH2:6][CH2:5][N:4]([C:17]([O:19][C:20]([CH3:23])([CH3:22])[CH3:21])=[O:18])[CH2:3]1)(=[O:34])=[O:33])=[O:30])([CH3:27])([CH3:25])[CH3:26]. (2) Given the reactants [OH:1][CH2:2][C:3]1[CH:10]=[CH:9][C:6]([C:7]#[N:8])=[CH:5][CH:4]=1.Cl.[NH2:12][OH:13].C([O-])(O)=O.[Na+], predict the reaction product. The product is: [OH:13][N:12]=[C:7]([NH2:8])[C:6]1[CH:9]=[CH:10][C:3]([CH2:2][OH:1])=[CH:4][CH:5]=1. (3) Given the reactants [CH3:1][O:2][C:3]1[CH:4]=[C:5]([NH:11][CH:12]2[CH2:17][CH2:16][N:15]([CH2:18][C:19]3[CH:24]=[CH:23][N:22]=[C:21]([C:25]4[CH:30]=[C:29]([O:31][CH3:32])[C:28]([O:33][CH3:34])=[C:27]([O:35][CH3:36])[CH:26]=4)[CH:20]=3)[CH2:14][CH2:13]2)[CH:6]=[C:7]([O:9][CH3:10])[CH:8]=1.[Cl:37][CH2:38][C:39]1[CH:40]=[CH:41][C:42]([C:45]2[CH:50]=[C:49]([O:51][CH3:52])[C:48]([O:53][CH3:54])=[C:47]([O:55][CH3:56])[CH:46]=2)=[N:43][CH:44]=1, predict the reaction product. The product is: [ClH:37].[ClH:37].[ClH:37].[CH3:1][O:2][C:3]1[CH:4]=[C:5]([N:11]([CH:12]2[CH2:13][CH2:14][N:15]([CH2:18][C:19]3[CH:24]=[CH:23][N:22]=[C:21]([C:25]4[CH:26]=[C:27]([O:35][CH3:36])[C:28]([O:33][CH3:34])=[C:29]([O:31][CH3:32])[CH:30]=4)[CH:20]=3)[CH2:16][CH2:17]2)[CH2:38][C:39]2[CH:40]=[CH:41][C:42]([C:45]3[CH:50]=[C:49]([O:51][CH3:52])[C:48]([O:53][CH3:54])=[C:47]([O:55][CH3:56])[CH:46]=3)=[N:43][CH:44]=2)[CH:6]=[C:7]([O:9][CH3:10])[CH:8]=1. (4) Given the reactants [CH3:1][O:2][CH2:3][C:4]1[C:13]([N+:14]([O-:16])=[O:15])=[C:12](O)[C:11]2[C:6](=[N:7][C:8]([C:18]3[C:23]([C:24]([F:27])([F:26])[F:25])=[CH:22][CH:21]=[CH:20][N:19]=3)=[CH:9][CH:10]=2)[N:5]=1.P(Cl)(Cl)([Cl:30])=O.N1C(C)=CC=CC=1C.C(=O)(O)[O-].[Na+], predict the reaction product. The product is: [Cl:30][C:12]1[C:11]2[C:6](=[N:7][C:8]([C:18]3[C:23]([C:24]([F:27])([F:26])[F:25])=[CH:22][CH:21]=[CH:20][N:19]=3)=[CH:9][CH:10]=2)[N:5]=[C:4]([CH2:3][O:2][CH3:1])[C:13]=1[N+:14]([O-:16])=[O:15]. (5) Given the reactants C([O:3][C:4]([C:6]1([C:9]2[N:27]=[C:12]3[C:13]([O:25][CH3:26])=[CH:14][CH:15]=[C:16]([C:17]4[CH:22]=[CH:21][C:20]([C:23]#[N:24])=[CH:19][CH:18]=4)[N:11]3[N:10]=2)[CH2:8][CH2:7]1)=[O:5])C.[Li+].[OH-], predict the reaction product. The product is: [C:23]([C:20]1[CH:19]=[CH:18][C:17]([C:16]2[N:11]3[N:10]=[C:9]([C:6]4([C:4]([OH:5])=[O:3])[CH2:8][CH2:7]4)[N:27]=[C:12]3[C:13]([O:25][CH3:26])=[CH:14][CH:15]=2)=[CH:22][CH:21]=1)#[N:24]. (6) The product is: [C:1]([C@H:5]1[CH2:10][CH2:9][C@H:8]([O:11][C:12]2[CH:13]=[C:14]3[C:19](=[CH:20][CH:21]=2)[CH:18]=[C:17]([C:22]2([NH2:26])[CH2:23][O:24][CH2:25]2)[CH:16]=[CH:15]3)[CH2:7][CH2:6]1)([CH3:4])([CH3:2])[CH3:3]. Given the reactants [C:1]([CH:5]1[CH2:10][CH2:9][CH:8]([O:11][C:12]2[CH:13]=[C:14]3[C:19](=[CH:20][CH:21]=2)[CH:18]=[C:17]([C:22]2([NH:26]S(C(C)(C)C)=O)[CH2:25][O:24][CH2:23]2)[CH:16]=[CH:15]3)[CH2:7][CH2:6]1)([CH3:4])([CH3:3])[CH3:2].C(Cl)Cl.Cl.CCOCC, predict the reaction product.